This data is from Forward reaction prediction with 1.9M reactions from USPTO patents (1976-2016). The task is: Predict the product of the given reaction. (1) Given the reactants [F:1][C:2]([F:45])([F:44])[C:3]1[CH:4]=[C:5]([C:13]([CH3:43])([CH3:42])[C:14]([N:16]([C:18]2[CH:19]=[N:20][C:21]([N:32]3[CH2:37][CH2:36][N:35]4[CH2:38][CH2:39][NH:40][CH2:41][CH:34]4[CH2:33]3)=[CH:22][C:23]=2[C:24]2[CH:29]=[CH:28][C:27]([F:30])=[CH:26][C:25]=2[CH3:31])[CH3:17])=[O:15])[CH:6]=[C:7]([C:9]([F:12])([F:11])[F:10])[CH:8]=1.C(N(CC)CC)C.[C:53](Cl)(=[O:55])[CH3:54], predict the reaction product. The product is: [C:53]([N:40]1[CH2:39][CH2:38][N:35]2[CH2:36][CH2:37][N:32]([C:21]3[N:20]=[CH:19][C:18]([N:16]([CH3:17])[C:14](=[O:15])[C:13]([C:5]4[CH:4]=[C:3]([C:2]([F:44])([F:1])[F:45])[CH:8]=[C:7]([C:9]([F:11])([F:10])[F:12])[CH:6]=4)([CH3:43])[CH3:42])=[C:23]([C:24]4[CH:29]=[CH:28][C:27]([F:30])=[CH:26][C:25]=4[CH3:31])[CH:22]=3)[CH2:33][CH:34]2[CH2:41]1)(=[O:55])[CH3:54]. (2) Given the reactants [Br:1][C:2]1[CH:3]=[C:4]([C:9]([NH:11][C:12]2[C:13]([Cl:20])=[N:14][C:15]([Cl:19])=[CH:16][C:17]=2[CH3:18])=[O:10])[C:5](Cl)=[N:6][CH:7]=1.[CH:21]1([NH2:24])[CH2:23][CH2:22]1, predict the reaction product. The product is: [Br:1][C:2]1[CH:3]=[C:4]([C:9]([NH:11][C:12]2[C:13]([Cl:20])=[N:14][C:15]([Cl:19])=[CH:16][C:17]=2[CH3:18])=[O:10])[C:5]([NH:24][CH:21]2[CH2:23][CH2:22]2)=[N:6][CH:7]=1. (3) Given the reactants [C:1]([C:3](=[CH:9][NH:10][C:11]1[CH:12]=[N:13][CH:14]=[CH:15][CH:16]=1)[C:4]([O:6]CC)=O)#[N:2].CO.C(Cl)Cl, predict the reaction product. The product is: [OH:6][C:4]1[C:12]2[C:11](=[CH:16][CH:15]=[CH:14][N:13]=2)[N:10]=[CH:9][C:3]=1[C:1]#[N:2]. (4) Given the reactants [CH:1]12[N:8]([C:9]([C:11]3[S:12][CH:13]=[C:14](Br)[N:15]=3)=[O:10])[CH:5]([CH2:6][CH2:7]1)[CH2:4][O:3][CH2:2]2.C(O)C.[Cl:20][C:21]1[CH:26]=[CH:25][C:24](B(O)O)=[CH:23][CH:22]=1.C(=O)([O-])[O-].[K+].[K+], predict the reaction product. The product is: [CH:1]12[N:8]([C:9]([C:11]3[S:12][CH:13]=[C:14]([C:24]4[CH:25]=[CH:26][C:21]([Cl:20])=[CH:22][CH:23]=4)[N:15]=3)=[O:10])[CH:5]([CH2:6][CH2:7]1)[CH2:4][O:3][CH2:2]2. (5) Given the reactants [N+:1]([C:4]1[CH:9]=[C:8]([C:10]([F:13])([F:12])[F:11])[N:7]=[CH:6][C:5]=1[OH:14])([O-])=O.[H][H], predict the reaction product. The product is: [NH2:1][C:4]1[CH:9]=[C:8]([C:10]([F:13])([F:11])[F:12])[N:7]=[CH:6][C:5]=1[OH:14]. (6) The product is: [Br:1][C:2]1[CH:3]=[CH:4][C:5]([CH:8]2[CH2:13][CH2:12][N:11]([CH:15]3[CH2:16][CH2:19][CH2:14]3)[CH2:10][CH2:9]2)=[N:6][CH:7]=1. Given the reactants [Br:1][C:2]1[CH:3]=[CH:4][C:5]([CH:8]2[CH2:13][CH2:12][NH:11][CH2:10][CH2:9]2)=[N:6][CH:7]=1.[CH3:14][C:15](=O)[CH3:16].Cl.[C:19](O)(=O)C, predict the reaction product. (7) Given the reactants [CH3:1][CH:2]1[CH2:7][CH2:6][NH:5][CH2:4][CH2:3]1.[I-].[Na+].Cl[CH2:11][C:12]1[CH:37]=[CH:36][C:15]([C:16]([NH:18][C:19]2[CH:24]=[CH:23][C:22]([O:25][C:26](=[O:35])[N:27]([CH3:34])[C:28]3[CH:33]=[CH:32][CH:31]=[CH:30][CH:29]=3)=[CH:21][CH:20]=2)=[O:17])=[CH:14][CH:13]=1.O, predict the reaction product. The product is: [CH3:1][CH:2]1[CH2:7][CH2:6][N:5]([CH2:11][C:12]2[CH:13]=[CH:14][C:15]([C:16]([NH:18][C:19]3[CH:24]=[CH:23][C:22]([O:25][C:26](=[O:35])[N:27]([CH3:34])[C:28]4[CH:33]=[CH:32][CH:31]=[CH:30][CH:29]=4)=[CH:21][CH:20]=3)=[O:17])=[CH:36][CH:37]=2)[CH2:4][CH2:3]1.